From a dataset of Catalyst prediction with 721,799 reactions and 888 catalyst types from USPTO. Predict which catalyst facilitates the given reaction. Reactant: [NH:1]1[C:9]2[C:4](=[CH:5][CH:6]=[CH:7][CH:8]=2)[C:3]([C:10]([OH:12])=O)=[N:2]1.Cl.CN.[CH3:16][N:17](C(ON1N=NC2C=CC=CC1=2)=[N+](C)C)C.F[P-](F)(F)(F)(F)F.CCN(C(C)C)C(C)C. Product: [CH3:16][NH:17][C:10]([C:3]1[C:4]2[C:9](=[CH:8][CH:7]=[CH:6][CH:5]=2)[NH:1][N:2]=1)=[O:12]. The catalyst class is: 31.